From a dataset of Experimentally validated miRNA-target interactions with 360,000+ pairs, plus equal number of negative samples. Binary Classification. Given a miRNA mature sequence and a target amino acid sequence, predict their likelihood of interaction. The miRNA is rno-miR-378a-3p with sequence ACUGGACUUGGAGUCAGAAGG. The protein sequence of the target gene is MGSLSSRVLRQPRPALAQQAQGARAGGSARRPDTGDDAAGHGFCYCAGSHKRKRSSGSFCYCHPDSETDEDEEEGDEQQRLLNTPRRKKLKSTSKYIYQTLFLNGENSDIKICALGEEWSLHKIYLCQSGYFSSMFSGSWKESSMNIIELEIPDQNIDVEALQVAFGSLYRDDVLIKPSRVVAILAAACLLQLDGLIQQCGETMKETVNVKTVCGYYTSAGTYGLDSVKKKCLEWLLNNLMTHQNVELFKELSINVMKQLIGSSNLFVMQVEMDIYTALKKWMFLQLVPSWNGSLKQLLT.... Result: 0 (no interaction).